This data is from Catalyst prediction with 721,799 reactions and 888 catalyst types from USPTO. The task is: Predict which catalyst facilitates the given reaction. (1) Reactant: [NH2:1][C:2]1[C:3]([C:9]([NH:11][NH:12][C:13](=[O:18])[C:14]([CH3:17])([CH3:16])[CH3:15])=O)=[N:4][C:5]([Br:8])=[CH:6][N:7]=1.CCN(C(C)C)C(C)C.C1(C)C=CC(S(Cl)(=O)=O)=CC=1. Product: [Br:8][C:5]1[N:4]=[C:3]([C:9]2[O:18][C:13]([C:14]([CH3:15])([CH3:16])[CH3:17])=[N:12][N:11]=2)[C:2]([NH2:1])=[N:7][CH:6]=1. The catalyst class is: 23. (2) Reactant: [CH3:1][O:2][C:3]1[CH:8]=[CH:7][C:6]([NH:9][C:10]2[NH:11][C:12]3[CH:17]=[C:16]([C:18]([O:20][CH2:21][CH3:22])=[O:19])[N:15]=[CH:14][C:13]=3[N:23]=2)=[CH:5][CH:4]=1.C([O-])([O-])=O.[K+].[K+].Cl.Cl[CH2:32][CH2:33][CH2:34][N:35]1[CH2:40][CH2:39][CH2:38][CH2:37][CH2:36]1.C(OCC)(=O)C. Product: [CH3:1][O:2][C:3]1[CH:8]=[CH:7][C:6]([NH:9][C:10]2[N:11]([CH2:32][CH2:33][CH2:34][N:35]3[CH2:40][CH2:39][CH2:38][CH2:37][CH2:36]3)[C:12]3[CH:17]=[C:16]([C:18]([O:20][CH2:21][CH3:22])=[O:19])[N:15]=[CH:14][C:13]=3[N:23]=2)=[CH:5][CH:4]=1. The catalyst class is: 3. (3) Reactant: [C:1]([C:3]1[C:4]2[N:13]([CH:14]3[CH2:18][CH2:17][CH2:16][CH2:15]3)[CH:12]=[C:11]([NH:19][C:20]3[CH:21]=[C:22]([CH:27]=[CH:28][CH:29]=3)[C:23]([O:25]C)=[O:24])[C:5]=2[C:6]([O:9][CH3:10])=[N:7][CH:8]=1)#[N:2].CO.C1COCC1.[OH-].[Na+]. Product: [C:1]([C:3]1[C:4]2[N:13]([CH:14]3[CH2:18][CH2:17][CH2:16][CH2:15]3)[CH:12]=[C:11]([NH:19][C:20]3[CH:21]=[C:22]([CH:27]=[CH:28][CH:29]=3)[C:23]([OH:25])=[O:24])[C:5]=2[C:6]([O:9][CH3:10])=[N:7][CH:8]=1)#[N:2]. The catalyst class is: 6. (4) Reactant: [C:1]([O:5][C:6](=[O:16])[NH:7][C:8]1[CH:13]=[CH:12][CH:11]=[C:10]([CH2:14][OH:15])[N:9]=1)([CH3:4])([CH3:3])[CH3:2].C(N(CC)CC)C.CN(C1C=CC=CN=1)C.[C:33](OC(=O)C)(=[O:35])[CH3:34]. Product: [C:1]([O:5][C:6]([NH:7][C:8]1[N:9]=[C:10]([CH2:14][O:15][C:33](=[O:35])[CH3:34])[CH:11]=[CH:12][CH:13]=1)=[O:16])([CH3:4])([CH3:2])[CH3:3]. The catalyst class is: 4. (5) Reactant: [Br:1][C:2]1[CH:10]=[C:9]2[C:5]([C:6]([C:11]3[NH:15][C:14]4[CH:16]=[CH:17][CH:18]=[C:19]([N:20]5[CH2:25][CH2:24][N:23]([CH3:26])[CH2:22][CH2:21]5)[C:13]=4[N:12]=3)=[N:7][NH:8]2)=[CH:4][CH:3]=1.[CH3:27][C:28]([O:31][C:32](O[C:32]([O:31][C:28]([CH3:30])([CH3:29])[CH3:27])=[O:33])=[O:33])([CH3:30])[CH3:29]. Product: [Br:1][C:2]1[CH:10]=[C:9]2[C:5]([C:6]([C:11]3[N:15]([C:32]([O:31][C:28]([CH3:30])([CH3:29])[CH3:27])=[O:33])[C:14]4[CH:16]=[CH:17][CH:18]=[C:19]([N:20]5[CH2:25][CH2:24][N:23]([CH3:26])[CH2:22][CH2:21]5)[C:13]=4[N:12]=3)=[N:7][N:8]2[C:32]([O:31][C:28]([CH3:30])([CH3:29])[CH3:27])=[O:33])=[CH:4][CH:3]=1. The catalyst class is: 616. (6) Reactant: O1CCCCC1[N:7]1[C:15]2[C:10](=[CH:11][C:12]([O:16][CH2:17][C:18]3[CH:19]=[N:20][C:21]([NH:24][C:25]4[CH:30]=[CH:29][C:28]([O:31][C:32]([F:35])([F:34])[F:33])=[CH:27][CH:26]=4)=[N:22][CH:23]=3)=[CH:13][CH:14]=2)[C:9]([C:36]([F:39])([F:38])[F:37])=[N:8]1.C(O)(C(F)(F)F)=O. Product: [F:35][C:32]([F:33])([F:34])[O:31][C:28]1[CH:29]=[CH:30][C:25]([NH:24][C:21]2[N:22]=[CH:23][C:18]([CH2:17][O:16][C:12]3[CH:11]=[C:10]4[C:15](=[CH:14][CH:13]=3)[NH:7][N:8]=[C:9]4[C:36]([F:38])([F:39])[F:37])=[CH:19][N:20]=2)=[CH:26][CH:27]=1. The catalyst class is: 2. (7) Reactant: [H-].[Na+].[Br-].C1([P+](C2C=CC=CC=2)(C2C=CC=CC=2)[CH:11]2[CH2:13][CH2:12]2)C=CC=CC=1.[CH:26]([C:28]1[C:36]2[C:31](=[CH:32][CH:33]=[CH:34][CH:35]=2)[N:30]([CH2:37][C:38]2[CH:43]=[CH:42][CH:41]=[C:40]([C:44]([F:47])([F:46])[F:45])[CH:39]=2)[C:29]=1[C:48]([O:50][CH2:51][CH3:52])=[O:49])=O. Product: [C:11]1(=[CH:26][C:28]2[C:36]3[C:31](=[CH:32][CH:33]=[CH:34][CH:35]=3)[N:30]([CH2:37][C:38]3[CH:43]=[CH:42][CH:41]=[C:40]([C:44]([F:46])([F:45])[F:47])[CH:39]=3)[C:29]=2[C:48]([O:50][CH2:51][CH3:52])=[O:49])[CH2:13][CH2:12]1. The catalyst class is: 7. (8) Reactant: C(OC(=O)[NH:7][CH2:8][CH2:9][O:10][C:11]1[C:12]([CH3:31])=[C:13]2[N:18]([CH:19]=1)[N:17]=[CH:16][N:15]=[C:14]2[O:20][C:21]1[C:22]([F:30])=[C:23]2[CH:29]=[CH:28][NH:27][C:24]2=[N:25][CH:26]=1)(C)(C)C.FC(F)(F)C(O)=O. Product: [F:30][C:22]1[C:21]([O:20][C:14]2[C:13]3=[C:12]([CH3:31])[C:11]([O:10][CH2:9][CH2:8][NH2:7])=[CH:19][N:18]3[N:17]=[CH:16][N:15]=2)=[CH:26][N:25]=[C:24]2[NH:27][CH:28]=[CH:29][C:23]=12. The catalyst class is: 4.